This data is from Catalyst prediction with 721,799 reactions and 888 catalyst types from USPTO. The task is: Predict which catalyst facilitates the given reaction. (1) Reactant: CS(O[CH:6]1[CH2:11][CH2:10][S:9][CH2:8][CH:7]1[C:12]([O:14][CH3:15])=[O:13])(=O)=O.C1CCN2C(=NCCC2)CC1. Product: [S:9]1[CH2:10][CH2:11][CH:6]=[C:7]([C:12]([O:14][CH3:15])=[O:13])[CH2:8]1. The catalyst class is: 2. (2) Reactant: Br[C:2]1[N:7]=[C:6]([C:8]2[C:16]3[C:11](=[N:12][C:13]([NH:17][CH2:18][CH2:19][N:20]4[CH2:25][CH2:24][CH2:23][CH2:22][CH2:21]4)=[N:14][CH:15]=3)[N:10]([CH2:26][O:27][CH2:28][CH2:29][Si:30]([CH3:33])([CH3:32])[CH3:31])[N:9]=2)[CH:5]=[CH:4][CH:3]=1.[CH2:34]([NH2:41])[C:35]1[CH:40]=[CH:39][CH:38]=[CH:37][CH:36]=1.CN(C1C(C2C(P(C3CCCCC3)C3CCCCC3)=CC=CC=2)=CC=CC=1)C.CC([O-])(C)C.[Na+]. Product: [CH2:34]([NH:41][C:2]1[N:7]=[C:6]([C:8]2[C:16]3[C:11](=[N:12][C:13]([NH:17][CH2:18][CH2:19][N:20]4[CH2:25][CH2:24][CH2:23][CH2:22][CH2:21]4)=[N:14][CH:15]=3)[N:10]([CH2:26][O:27][CH2:28][CH2:29][Si:30]([CH3:33])([CH3:32])[CH3:31])[N:9]=2)[CH:5]=[CH:4][CH:3]=1)[C:35]1[CH:40]=[CH:39][CH:38]=[CH:37][CH:36]=1. The catalyst class is: 102.